Predict the product of the given reaction. From a dataset of Forward reaction prediction with 1.9M reactions from USPTO patents (1976-2016). (1) Given the reactants [Cl:1][C:2]1[CH:3]=[C:4]([CH:9]=[C:10](Cl)[N:11]=1)[C:5]([O:7][CH3:8])=[O:6].[CH3:13][S-:14].[Na+], predict the reaction product. The product is: [Cl:1][C:2]1[CH:3]=[C:4]([CH:9]=[C:10]([S:14][CH3:13])[N:11]=1)[C:5]([O:7][CH3:8])=[O:6]. (2) The product is: [C:1]1([S:7]([C:10]2[CH:15]=[C:14]3[C:13]([CH2:16][CH2:17][C@H:18]([CH2:19][OH:20])[O:21]3)=[CH:12][CH:11]=2)(=[O:9])=[O:8])[CH:6]=[CH:5][CH:4]=[CH:3][CH:2]=1. Given the reactants [C:1]1([S:7]([C:10]2[CH:15]=[CH:14][C:13]([CH2:16][CH2:17][C@@H:18]([OH:21])[CH2:19][OH:20])=[C:12](Br)[CH:11]=2)(=[O:9])=[O:8])[CH:6]=[CH:5][CH:4]=[CH:3][CH:2]=1.[O-]P([O-])([O-])=O.[K+].[K+].[K+].O, predict the reaction product. (3) Given the reactants [Si:1]([O:8][C@H:9]([C:28]1[CH:33]=[CH:32][C:31]([OH:34])=[C:30]([CH2:35][OH:36])[CH:29]=1)[CH2:10][NH:11][C@H:12]([CH3:27])[CH2:13][C:14]1[CH:15]=[C:16]2[C:20](=[CH:21][CH:22]=1)[NH:19][C:18]([C:23]([O:25]C)=[O:24])=[CH:17]2)([C:4]([CH3:7])([CH3:6])[CH3:5])([CH3:3])[CH3:2].[OH-].[Na+], predict the reaction product. The product is: [Si:1]([O:8][C@H:9]([C:28]1[CH:33]=[CH:32][C:31]([OH:34])=[C:30]([CH2:35][OH:36])[CH:29]=1)[CH2:10][NH:11][C@H:12]([CH3:27])[CH2:13][C:14]1[CH:15]=[C:16]2[C:20](=[CH:21][CH:22]=1)[NH:19][C:18]([C:23]([OH:25])=[O:24])=[CH:17]2)([C:4]([CH3:7])([CH3:5])[CH3:6])([CH3:3])[CH3:2]. (4) The product is: [Cl:17][C:18]1[CH:23]=[CH:22][C:21]([C:2]2[CH:3]=[CH:4][C:5]([CH3:16])=[C:6]([C:8]3[C:9](=[O:15])[CH2:10][CH2:11][C:12]=3[O:13][CH3:14])[CH:7]=2)=[CH:20][CH:19]=1. Given the reactants Br[C:2]1[CH:3]=[CH:4][C:5]([CH3:16])=[C:6]([C:8]2[C:9](=[O:15])[CH2:10][CH2:11][C:12]=2[O:13][CH3:14])[CH:7]=1.[Cl:17][C:18]1[CH:23]=[CH:22][C:21](B(O)O)=[CH:20][CH:19]=1.P([O-])([O-])([O-])=O.[K+].[K+].[K+], predict the reaction product.